Dataset: Forward reaction prediction with 1.9M reactions from USPTO patents (1976-2016). Task: Predict the product of the given reaction. Given the reactants [CH3:1][CH:2]1[O:7][CH2:6][CH2:5][N:4]([C:8]2[N:16]=[C:15]3[C:11]([N:12]=[CH:13][N:14]3[CH:17]3[CH2:22]CCCO3)=[C:10]([NH:23][C:24]3[CH:29]=[CH:28][C:27]([C:30](=[O:32])[CH3:31])=[CH:26][CH:25]=3)[N:9]=2)[CH2:3]1.C(O)(C(F)(F)F)=O.P([O-])([O-])([O-])=O.[K+].[K+].[K+].CNCCNC.I[C:55]1[S:56]C=C[N:59]=1, predict the reaction product. The product is: [CH3:1][CH:2]1[O:7][CH2:6][CH2:5][N:4]([C:8]2[N:16]=[C:15]3[C:11]([N:12]=[CH:13][N:14]3[C:17]3[N:59]=[CH:55][S:56][CH:22]=3)=[C:10]([NH:23][C:24]3[CH:29]=[CH:28][C:27]([C:30](=[O:32])[CH3:31])=[CH:26][CH:25]=3)[N:9]=2)[CH2:3]1.